Dataset: Reaction yield outcomes from USPTO patents with 853,638 reactions. Task: Predict the reaction yield, written as a fraction of the theoretical maximum amount of product (1.0 means a 100% yield; for example, 0.34 means a 34% yield). The reactants are [CH3:1][NH:2][CH3:3].[Cl:4][C:5]1[CH:6]=[CH:7][C:8]([N:13]2[C:17]3=[N:18][C:19]4[C:24]([Cl:25])=[CH:23][CH:22]=[C:21]([CH:26]([CH2:29][CH3:30])[CH2:27][CH3:28])[C:20]=4[N:16]3[CH2:15][CH2:14]2)=[C:9]([CH:12]=1)[CH:10]=O.C(O)(=O)C.C([BH3-])#N.[Na+]. The catalyst is CO.O1CCCC1.O. The product is [Cl:4][C:5]1[CH:6]=[CH:7][C:8]([N:13]2[C:17]3=[N:18][C:19]4[C:24]([Cl:25])=[CH:23][CH:22]=[C:21]([CH:26]([CH2:29][CH3:30])[CH2:27][CH3:28])[C:20]=4[N:16]3[CH2:15][CH2:14]2)=[C:9]([CH2:10][N:2]([CH3:3])[CH3:1])[CH:12]=1. The yield is 0.370.